Task: Predict the product of the given reaction.. Dataset: Forward reaction prediction with 1.9M reactions from USPTO patents (1976-2016) (1) The product is: [CH:5]1([NH:6][S:7]([C:10]2[CH:11]=[C:12]([NH:16][C:17](=[O:31])[C:18]3[CH:23]=[CH:22][CH:21]=[CH:20][C:19]=3[O:24][C:25]3[CH:26]=[CH:27][CH:28]=[CH:29][CH:30]=3)[CH:13]=[CH:14][CH:15]=2)(=[O:9])=[O:8])[CH2:3][CH2:4]1. Given the reactants N1C[CH2:3][CH2:4][C:5]=1[NH:6][S:7]([C:10]1[CH:11]=[C:12]([NH:16][C:17](=[O:31])[C:18]2[CH:23]=[CH:22][CH:21]=[CH:20][C:19]=2[O:24][C:25]2[CH:30]=[CH:29][CH:28]=[CH:27][CH:26]=2)[CH:13]=[CH:14][CH:15]=1)(=[O:9])=[O:8].CN(C)S(C1C=C(NC(=O)C2C=CC=CC=2OC2C=CC=CC=2)C=CC=1)(=O)=O.CN(C)S(C1C=CC(OC)=C(NC(=O)C2C=CC=CC=2OC2C=CC=CC=2)C=1)(=O)=O.NS(C1C=C(NC(=O)C2C=C([N+]([O-])=O)C=CC=2OC2C=CC(OC)=CC=2)C=CC=1)(=O)=O.C1(NS(C2C=C(NC(=O)C3C=CC=CC=3CC3C=CC=CC=3)C=CC=2)(=O)=O)CC1.C(C1C=CC=CC=1SC1C=CC=CC=1C(NC1C=C(S(N(C)C)(=O)=O)C=C(C)C=1C)=O)#N.C(C1C=CC=CC=1SC1C=CC=CC=1C(NC1C=C(S(N(CC)CC)(=O)=O)C=C(C)C=1C)=O)#N.CN(C)S(C1C=CC(C)=C(NC(=O)C2C=CC=CC=2CC2C=CC=CC=2)C=1)(=O)=O.C(C1C=CC=CC=1SC1C=CC=CC=1C(NC1C=C(S(N(CC)CC)(=O)=O)C=CC=1C)=O)#N.CN(C)S(C1C=CC(C)=C(NC(=O)C2C=CC=CC=2SC2C=CC(C(F)(F)F)=CC=2[N+]([O-])=O)C=1)(=O)=O.C(C1C=CC=CC=1SC1C=CC=CC=1C(NC1C=C(S(N(CC)CC)(=O)=O)C=CC=1OC)=O)#N.NS(C1C=C(NC(=O)C2C=CC=CC=2C(=O)C2C=CC(SC)=C([N+]([O-])=O)C=2)C=CC=1OC)(=O)=O.ClC1C=CC(C(C2C=CC=CC=2C(NC2C=C(S(NCC)(=O)=O)C=CC=2OC)=O)=O)=CC=1[N+]([O-])=O.FC(F)SC1C=CC(NC2C=CC=CC=2C(NC2C=CC=C(S(NCC3OC=CC=3)(=O)=O)C=2)=O)=CC=1, predict the reaction product. (2) The product is: [F:22][C:19]1[C:18]([F:23])=[CH:17][C:13]([C:14]2[O:1][N:2]=[C:3]([C:4]3[CH:5]=[N:6][CH:7]=[CH:8][CH:9]=3)[N:10]=2)=[C:12]([F:11])[C:20]=1[OH:21]. Given the reactants [OH:1][N:2]=[C:3]([NH2:10])[C:4]1[CH:9]=[CH:8][CH:7]=[N:6][CH:5]=1.[F:11][C:12]1[C:20]([OH:21])=[C:19]([F:22])[C:18]([F:23])=[CH:17][C:13]=1[C:14](O)=O.N, predict the reaction product. (3) Given the reactants [CH2:1]([O:3][C:4](=[O:18])[C@H:5]([CH3:17])[CH2:6][C@H:7]([NH:9]C(OC(C)(C)C)=O)[CH3:8])[CH3:2].[F:19][C:20]([F:25])([F:24])[C:21]([OH:23])=[O:22], predict the reaction product. The product is: [F:19][C:20]([F:25])([F:24])[C:21]([OH:23])=[O:22].[CH2:1]([O:3][C:4](=[O:18])[C@H:5]([CH3:17])[CH2:6][C@H:7]([NH2:9])[CH3:8])[CH3:2]. (4) Given the reactants [CH2:1]([O:8][C:9]1[CH:14]=[CH:13][C:12]([NH:15][C:16]2[C:25]3[C:20](=[CH:21][CH:22]=[C:23](Br)[CH:24]=3)[N:19]=[CH:18][N:17]=2)=[CH:11][CH:10]=1)[C:2]1[CH:7]=[CH:6][CH:5]=[CH:4][CH:3]=1.[O:27]1[CH2:31][CH2:30][O:29][CH:28]1[C:32]1[O:36][C:35]([Sn](CCCC)(CCCC)CCCC)=[CH:34][CH:33]=1, predict the reaction product. The product is: [CH2:1]([O:8][C:9]1[CH:14]=[CH:13][C:12]([NH:15][C:16]2[C:25]3[C:20](=[CH:21][CH:22]=[C:23]([C:35]4[O:36][C:32]([CH:28]5[O:29][CH2:30][CH2:31][O:27]5)=[CH:33][CH:34]=4)[CH:24]=3)[N:19]=[CH:18][N:17]=2)=[CH:11][CH:10]=1)[C:2]1[CH:7]=[CH:6][CH:5]=[CH:4][CH:3]=1. (5) Given the reactants [C:1](Cl)(=[O:5])[CH2:2][CH:3]=C.[CH2:7]([O:9][CH:10]([O:14][CH2:15][CH3:16])[CH2:11][CH2:12][NH2:13])[CH3:8].[C:17]([O-])(O)=[O:18].[Na+], predict the reaction product. The product is: [CH2:2]([O:3][C:17](=[O:18])[NH:13][CH2:12][CH2:11][CH:10]([O:14][CH2:15][CH3:16])[O:9][CH2:7][CH3:8])[CH:1]=[CH2:5]. (6) The product is: [ClH:19].[CH:2]1([N:6]2[CH2:11][CH2:10][CH:9]([O:12][C:13]3[CH:21]=[CH:20][C:16]([C:17]([N:57]4[CH2:56][C:55]5[C:59](=[CH:60][CH:61]=[C:53]([F:52])[CH:54]=5)[CH2:58]4)=[O:18])=[CH:15][CH:14]=3)[CH2:8][CH2:7]2)[CH2:5][CH2:4][CH2:3]1. Given the reactants Cl.[CH:2]1([N:6]2[CH2:11][CH2:10][CH:9]([O:12][C:13]3[CH:21]=[CH:20][C:16]([C:17]([Cl:19])=[O:18])=[CH:15][CH:14]=3)[CH2:8][CH2:7]2)[CH2:5][CH2:4][CH2:3]1.CCN(CC1C=CC=CC=1)CC.C=CC1C=CC=CC=1.C=CC1C=CC(C=C)=CC=1.[F:52][C:53]1[CH:54]=[C:55]2[C:59](=[CH:60][CH:61]=1)[CH2:58][NH:57][CH2:56]2, predict the reaction product. (7) Given the reactants C(OC(=O)[NH:7][CH2:8][CH2:9][N:10]1[C:18]([S:19][C:20]2[CH:25]=[C:24]([O:26][CH3:27])[CH:23]=[CH:22][C:21]=2[I:28])=[N:17][C:16]2[C:11]1=[N:12][CH:13]=[N:14][C:15]=2[NH2:29])(C)(C)C.C(O)(C(F)(F)F)=O.C(Cl)Cl, predict the reaction product. The product is: [NH2:7][CH2:8][CH2:9][N:10]1[C:18]([S:19][C:20]2[CH:25]=[C:24]([O:26][CH3:27])[CH:23]=[CH:22][C:21]=2[I:28])=[N:17][C:16]2[C:11]1=[N:12][CH:13]=[N:14][C:15]=2[NH2:29]. (8) The product is: [NH2:1][C:4]1[C:5]([N:19]2[CH2:24][CH2:23][CH2:22][CH2:21][CH2:20]2)=[C:6]([CH:12]=[C:13]([C:15]([F:16])([F:17])[F:18])[CH:14]=1)[C:7]([O:9][CH2:10][CH3:11])=[O:8]. Given the reactants [N+:1]([C:4]1[C:5]([N:19]2[CH2:24][CH2:23][CH2:22][CH2:21][CH2:20]2)=[C:6]([CH:12]=[C:13]([C:15]([F:18])([F:17])[F:16])[CH:14]=1)[C:7]([O:9][CH2:10][CH3:11])=[O:8])([O-])=O.C1CCCCC=1, predict the reaction product.